Dataset: Forward reaction prediction with 1.9M reactions from USPTO patents (1976-2016). Task: Predict the product of the given reaction. Given the reactants [NH2:1][CH2:2][CH2:3][C:4]1[CH:5]=[C:6]([CH:16]=[CH:17][CH:18]=1)[O:7][C:8]([CH3:15])([CH3:14])[C:9]([O:11][CH2:12][CH3:13])=[O:10].Br[C:20]1[C:21](=[O:35])[N:22]([CH3:34])[C:23](=[O:33])[N:24]([CH2:26][CH2:27][CH2:28][C:29]([F:32])([F:31])[F:30])[N:25]=1.C(N(CC)CC)C, predict the reaction product. The product is: [CH3:14][C:8]([O:7][C:6]1[CH:16]=[CH:17][CH:18]=[C:4]([CH2:3][CH2:2][NH:1][C:20]2[C:21](=[O:35])[N:22]([CH3:34])[C:23](=[O:33])[N:24]([CH2:26][CH2:27][CH2:28][C:29]([F:30])([F:31])[F:32])[N:25]=2)[CH:5]=1)([CH3:15])[C:9]([O:11][CH2:12][CH3:13])=[O:10].